From a dataset of Full USPTO retrosynthesis dataset with 1.9M reactions from patents (1976-2016). Predict the reactants needed to synthesize the given product. (1) Given the product [CH3:33][O:32][C:30](=[O:31])[C@H:29]([CH3:34])[N:15]([C:10]1[CH:11]=[CH:12][CH:13]=[CH:14][C:9]=1[O:8][CH2:1][C:2]1[CH:3]=[CH:4][CH:5]=[CH:6][CH:7]=1)[S:16]([C:19]1[CH:24]=[CH:23][CH:22]=[C:21]([N+:25]([O-:27])=[O:26])[CH:20]=1)(=[O:18])=[O:17], predict the reactants needed to synthesize it. The reactants are: [CH2:1]([O:8][C:9]1[CH:14]=[CH:13][CH:12]=[CH:11][C:10]=1[NH:15][S:16]([C:19]1[CH:24]=[CH:23][CH:22]=[C:21]([N+:25]([O-:27])=[O:26])[CH:20]=1)(=[O:18])=[O:17])[C:2]1[CH:7]=[CH:6][CH:5]=[CH:4][CH:3]=1.Br[CH:29]([CH3:34])[C:30]([O:32][CH3:33])=[O:31].C(=O)([O-])[O-].[K+].[K+].CN(C=O)C. (2) Given the product [ClH:32].[ClH:32].[CH:1]1([CH2:4][NH:5][C@@H:13]2[CH2:15][C@H:14]2[C:16]2[CH:17]=[C:18]([CH:19]=[CH:20][CH:21]=2)[C:22]([NH:23][C:24]2[CH:25]=[N:26][N:27]([CH2:29][CH3:30])[CH:28]=2)=[O:31])[CH2:3][CH2:2]1, predict the reactants needed to synthesize it. The reactants are: [CH:1]1([CH2:4][N:5]([C@@H:13]2[CH2:15][C@H:14]2[C:16]2[CH:21]=[CH:20][CH:19]=[C:18]([C:22](=[O:31])[NH:23][C:24]3[CH:25]=[N:26][N:27]([CH2:29][CH3:30])[CH:28]=3)[CH:17]=2)C(=O)OC(C)(C)C)[CH2:3][CH2:2]1.[ClH:32].C(OCC)(=O)C.